From a dataset of Forward reaction prediction with 1.9M reactions from USPTO patents (1976-2016). Predict the product of the given reaction. Given the reactants [C:1]([O:7][CH2:8][CH3:9])(=[O:6])/[C:2](=[CH:4]/[CH3:5])/[CH3:3].[C:10]([OH:13])(=[S:12])[CH3:11].C1(C)C=CC(S(O)(=O)=O)=CC=1.C(=O)(O)[O-].[Na+], predict the reaction product. The product is: [C:10]([S:12][CH:4]([CH3:5])[CH:2]([CH3:3])[C:1]([O:7][CH2:8][CH3:9])=[O:6])(=[O:13])[CH3:11].